This data is from Catalyst prediction with 721,799 reactions and 888 catalyst types from USPTO. The task is: Predict which catalyst facilitates the given reaction. Reactant: [Cl-:1].[CH2:2]1[C:10]2[N+:5](=[CH:6][CH:7]=[CH:8][CH:9]=2)[CH2:4][CH2:3]1.[CH3:11][N:12]1[C:20]2[C:15](=[CH:16][CH:17]=[CH:18][CH:19]=2)[C:14]([CH:21]=O)=[CH:13]1.N1CCCC1. Product: [Cl-:1].[CH3:11][N:12]1[C:20]2[C:15](=[CH:16][CH:17]=[CH:18][CH:19]=2)[C:14]([CH:21]=[C:2]2[C:10]3[N+:5](=[CH:6][CH:7]=[CH:8][CH:9]=3)[CH2:4][CH2:3]2)=[CH:13]1. The catalyst class is: 32.